This data is from Forward reaction prediction with 1.9M reactions from USPTO patents (1976-2016). The task is: Predict the product of the given reaction. (1) Given the reactants [CH3:1][S:2]([NH2:5])(=[O:4])=[O:3].CCN=C=NCCCN(C)C.[C:17]([C:19]1[CH:24]=[C:23]([C:25](O)=[O:26])[CH:22]=[CH:21][C:20]=1[C:28]1[CH:33]=[CH:32][C:31]([C:34]2[S:35][CH:36]=[CH:37][C:38]=2[NH:39][S:40]([CH:43]([CH3:45])[CH3:44])(=[O:42])=[O:41])=[CH:30][CH:29]=1)#[N:18].Cl, predict the reaction product. The product is: [C:17]([C:19]1[CH:24]=[C:23]([C:25]([NH:5][S:2]([CH3:1])(=[O:4])=[O:3])=[O:26])[CH:22]=[CH:21][C:20]=1[C:28]1[CH:29]=[CH:30][C:31]([C:34]2[S:35][CH:36]=[CH:37][C:38]=2[NH:39][S:40]([CH:43]([CH3:45])[CH3:44])(=[O:41])=[O:42])=[CH:32][CH:33]=1)#[N:18]. (2) Given the reactants Cl[C:2]1[N:6]([CH3:7])[N:5]=[C:4]([CH3:8])[C:3]=1[CH:9]=[O:10].[Cl:11][C:12]1[CH:13]=[C:14]([OH:19])[CH:15]=[CH:16][C:17]=1[Cl:18].[OH-].[K+].O, predict the reaction product. The product is: [Cl:11][C:12]1[CH:13]=[C:14]([CH:15]=[CH:16][C:17]=1[Cl:18])[O:19][C:2]1[N:6]([CH3:7])[N:5]=[C:4]([CH3:8])[C:3]=1[CH:9]=[O:10]. (3) Given the reactants Cl[C:2]1[CH:9]=[CH:8][C:7]([N+:10]([O-:12])=[O:11])=[CH:6][C:3]=1[CH:4]=[O:5].[CH3:13][O-:14].[Na+], predict the reaction product. The product is: [CH3:13][O:14][C:2]1[CH:9]=[CH:8][C:7]([N+:10]([O-:12])=[O:11])=[CH:6][C:3]=1[CH:4]=[O:5]. (4) Given the reactants Br[C:2]1[CH:7]=[CH:6][CH:5]=[C:4]([F:8])[C:3]=1[C:9]1[CH:14]=[CH:13][CH:12]=[C:11]([CH2:15][CH3:16])[CH:10]=1.[Li]CCCC.[CH3:22][O:23][CH:24]([O:42][CH3:43])[CH2:25][CH2:26][C:27]([C@@H:29]1[O:34][CH2:33][CH2:32][N:31]([C:35]([O:37][C:38]([CH3:41])([CH3:40])[CH3:39])=[O:36])[CH2:30]1)=[O:28], predict the reaction product. The product is: [CH2:15]([C:11]1[CH:10]=[C:9]([C:3]2[C:4]([F:8])=[CH:5][CH:6]=[CH:7][C:2]=2[C@:27]([C@@H:29]2[O:34][CH2:33][CH2:32][N:31]([C:35]([O:37][C:38]([CH3:41])([CH3:40])[CH3:39])=[O:36])[CH2:30]2)([OH:28])[CH2:26][CH2:25][CH:24]([O:23][CH3:22])[O:42][CH3:43])[CH:14]=[CH:13][CH:12]=1)[CH3:16]. (5) Given the reactants [Cl:1][C:2]1[CH:7]=[C:6]2[NH:8][C:9](=[O:31])[C:10]3([CH:15]([C:16]4[CH:21]=[CH:20][CH:19]=[C:18]([Cl:22])[CH:17]=4)[CH2:14][C:13](=O)[NH:12][CH:11]3[C:24]3[CH:29]=[CH:28][CH:27]=[C:26]([F:30])[CH:25]=3)[C:5]2=[CH:4][CH:3]=1.[N:32]([C:35]([CH3:38])([CH3:37])[CH3:36])=[C:33]=[O:34], predict the reaction product. The product is: [C:35]([NH:32][C:33]([N:12]1[CH2:13][CH2:14][CH:15]([C:16]2[CH:21]=[CH:20][CH:19]=[C:18]([Cl:22])[CH:17]=2)[C:10]2([C:5]3[C:6](=[CH:7][C:2]([Cl:1])=[CH:3][CH:4]=3)[NH:8][C:9]2=[O:31])[CH:11]1[C:24]1[CH:29]=[CH:28][CH:27]=[C:26]([F:30])[CH:25]=1)=[O:34])([CH3:38])([CH3:37])[CH3:36]. (6) Given the reactants [F:1][C:2]([F:30])([F:29])[C:3]1[CH:8]=[CH:7][C:6]([C:9]([C:19]2[CH:24]=[CH:23][C:22]([C:25]([F:28])([F:27])[F:26])=[CH:21][CH:20]=2)=[C:10]([CH3:18])/[CH:11]=[CH:12]/[C:13]([O:15]CC)=[O:14])=[CH:5][CH:4]=1.[OH-].[Na+], predict the reaction product. The product is: [CH3:18][C:10](=[C:9]([C:6]1[CH:7]=[CH:8][C:3]([C:2]([F:1])([F:29])[F:30])=[CH:4][CH:5]=1)[C:19]1[CH:20]=[CH:21][C:22]([C:25]([F:27])([F:28])[F:26])=[CH:23][CH:24]=1)/[CH:11]=[CH:12]/[C:13]([OH:15])=[O:14]. (7) Given the reactants [H-].[Na+].[CH2:3]([OH:10])[C:4]1[CH:9]=[CH:8][CH:7]=[CH:6][CH:5]=1.[Br:11][C:12]1[CH:17]=[C:16](F)[C:15]([C:19]2[S:23][C:22]([NH2:24])=[N:21][N:20]=2)=[C:14]([F:25])[CH:13]=1, predict the reaction product. The product is: [CH2:3]([O:10][C:16]1[CH:17]=[C:12]([Br:11])[CH:13]=[C:14]([F:25])[C:15]=1[C:19]1[S:23][C:22]([NH2:24])=[N:21][N:20]=1)[C:4]1[CH:9]=[CH:8][CH:7]=[CH:6][CH:5]=1.